From a dataset of Catalyst prediction with 721,799 reactions and 888 catalyst types from USPTO. Predict which catalyst facilitates the given reaction. Product: [C:37]([NH:30][S:29]([C:26]1[CH:25]=[CH:24][C:23]([CH2:22][N:8]([CH2:7][CH2:6][C:5]2[CH:4]=[CH:3][C:2]([Br:1])=[CH:34][CH:33]=2)[CH:9]2[CH2:10][CH2:11][N:12]([C:15]([O:17][C:18]([CH3:21])([CH3:20])[CH3:19])=[O:16])[CH2:13][CH2:14]2)=[CH:28][CH:27]=1)(=[O:32])=[O:31])(=[O:39])[CH3:38]. The catalyst class is: 1. Reactant: [Br:1][C:2]1[CH:34]=[CH:33][C:5]([CH2:6][CH2:7][N:8]([CH2:22][C:23]2[CH:28]=[CH:27][C:26]([S:29](=[O:32])(=[O:31])[NH2:30])=[CH:25][CH:24]=2)[CH:9]2[CH2:14][CH2:13][N:12]([C:15]([O:17][C:18]([CH3:21])([CH3:20])[CH3:19])=[O:16])[CH2:11][CH2:10]2)=[CH:4][CH:3]=1.[H-].[Na+].[C:37](Cl)(=[O:39])[CH3:38].